This data is from NCI-60 drug combinations with 297,098 pairs across 59 cell lines. The task is: Regression. Given two drug SMILES strings and cell line genomic features, predict the synergy score measuring deviation from expected non-interaction effect. (1) Drug 1: CC1OCC2C(O1)C(C(C(O2)OC3C4COC(=O)C4C(C5=CC6=C(C=C35)OCO6)C7=CC(=C(C(=C7)OC)O)OC)O)O. Drug 2: C1C(C(OC1N2C=C(C(=O)NC2=O)F)CO)O. Cell line: EKVX. Synergy scores: CSS=31.7, Synergy_ZIP=-8.11, Synergy_Bliss=-2.30, Synergy_Loewe=-1.42, Synergy_HSA=-0.887. (2) Drug 1: CNC(=O)C1=CC=CC=C1SC2=CC3=C(C=C2)C(=NN3)C=CC4=CC=CC=N4. Drug 2: COC1=NC(=NC2=C1N=CN2C3C(C(C(O3)CO)O)O)N. Cell line: MCF7. Synergy scores: CSS=1.15, Synergy_ZIP=0.0502, Synergy_Bliss=1.78, Synergy_Loewe=-7.47, Synergy_HSA=-1.41. (3) Drug 1: CCC1=CC2CC(C3=C(CN(C2)C1)C4=CC=CC=C4N3)(C5=C(C=C6C(=C5)C78CCN9C7C(C=CC9)(C(C(C8N6C)(C(=O)OC)O)OC(=O)C)CC)OC)C(=O)OC.C(C(C(=O)O)O)(C(=O)O)O. Drug 2: CC1OCC2C(O1)C(C(C(O2)OC3C4COC(=O)C4C(C5=CC6=C(C=C35)OCO6)C7=CC(=C(C(=C7)OC)O)OC)O)O. Cell line: KM12. Synergy scores: CSS=55.1, Synergy_ZIP=-0.476, Synergy_Bliss=-3.15, Synergy_Loewe=-2.48, Synergy_HSA=4.55. (4) Drug 1: C1CCC(C(C1)N)N.C(=O)(C(=O)[O-])[O-].[Pt+4]. Drug 2: CC1C(C(CC(O1)OC2CC(CC3=C2C(=C4C(=C3O)C(=O)C5=C(C4=O)C(=CC=C5)OC)O)(C(=O)CO)O)N)O.Cl. Cell line: ACHN. Synergy scores: CSS=55.0, Synergy_ZIP=-0.735, Synergy_Bliss=1.44, Synergy_Loewe=-1.66, Synergy_HSA=4.72. (5) Synergy scores: CSS=-11.7, Synergy_ZIP=6.77, Synergy_Bliss=1.57, Synergy_Loewe=-5.23, Synergy_HSA=-7.87. Cell line: COLO 205. Drug 1: C1=CC(=CC=C1C#N)C(C2=CC=C(C=C2)C#N)N3C=NC=N3. Drug 2: CN(C(=O)NC(C=O)C(C(C(CO)O)O)O)N=O.